Dataset: Forward reaction prediction with 1.9M reactions from USPTO patents (1976-2016). Task: Predict the product of the given reaction. (1) Given the reactants Br[C:2]1[CH:7]=[CH:6][CH:5]=[C:4]([O:8][CH:9]2[CH2:13][CH2:12][CH2:11][CH2:10]2)[CH:3]=1.[CH3:14][C:15]1([CH3:31])[C:19]([CH3:21])([CH3:20])[O:18][B:17]([B:17]2[O:18][C:19]([CH3:21])([CH3:20])[C:15]([CH3:31])([CH3:14])[O:16]2)[O:16]1.CC([O-])=O.[K+], predict the reaction product. The product is: [CH:9]1([O:8][C:4]2[CH:3]=[C:2]([B:17]3[O:18][C:19]([CH3:21])([CH3:20])[C:15]([CH3:31])([CH3:14])[O:16]3)[CH:7]=[CH:6][CH:5]=2)[CH2:13][CH2:12][CH2:11][CH2:10]1. (2) Given the reactants [F:1][C:2]1[CH:7]=[C:6]([N+:8]([O-:10])=[O:9])[CH:5]=[CH:4][C:3]=1[N:11]1[CH2:15][CH:14]2[CH2:16][CH:17]([OH:19])[CH2:18][CH:13]2[CH2:12]1.C(N(CC)CC)C, predict the reaction product. The product is: [F:1][C:2]1[CH:7]=[C:6]([N+:8]([O-:10])=[O:9])[CH:5]=[CH:4][C:3]=1[N:11]1[CH2:15][CH:14]2[CH2:16][C:17](=[O:19])[CH2:18][CH:13]2[CH2:12]1. (3) Given the reactants [Si]([O:8][CH2:9][C@@H:10]([N:19]1[CH:24]=[CH:23][C:22]([C:25]2[CH:30]=[CH:29][N:28]=[C:27]([NH:31][C:32]3[C:33]([CH3:38])=[N:34][N:35]([CH3:37])[CH:36]=3)[N:26]=2)=[CH:21][C:20]1=[O:39])[C:11]1[CH:16]=[CH:15][C:14]([Cl:17])=[C:13]([F:18])[CH:12]=1)(C(C)(C)C)(C)C.CCCC[N+](CCCC)(CCCC)CCCC.[F-].O, predict the reaction product. The product is: [Cl:17][C:14]1[CH:15]=[CH:16][C:11]([C@H:10]([N:19]2[CH:24]=[CH:23][C:22]([C:25]3[CH:30]=[CH:29][N:28]=[C:27]([NH:31][C:32]4[C:33]([CH3:38])=[N:34][N:35]([CH3:37])[CH:36]=4)[N:26]=3)=[CH:21][C:20]2=[O:39])[CH2:9][OH:8])=[CH:12][C:13]=1[F:18]. (4) Given the reactants [C:1]([C:4]1[CH:5]=[C:6]2[C:10](=[CH:11][CH:12]=1)[CH2:9][CH2:8][CH2:7]2)(=O)[CH3:2].[CH3:13][C:14]1[N:19]=[C:18]([O:20][CH2:21][CH2:22][NH2:23])[CH:17]=[CH:16][CH:15]=1, predict the reaction product. The product is: [CH2:9]1[C:10]2[C:6](=[CH:5][C:4]([CH:1]([NH:23][CH2:22][CH2:21][O:20][C:18]3[CH:17]=[CH:16][CH:15]=[C:14]([CH3:13])[N:19]=3)[CH3:2])=[CH:12][CH:11]=2)[CH2:7][CH2:8]1. (5) Given the reactants [Cl:1][C:2]1[CH:23]=[CH:22][C:5]([CH2:6][NH:7][C:8]([C:10]2[C:11](=[O:21])[C:12]3[S:19][C:18](I)=[CH:17][C:13]=3[N:14]([CH3:16])[CH:15]=2)=[O:9])=[CH:4][CH:3]=1.[CH2:24]([OH:27])[C:25]#[CH:26], predict the reaction product. The product is: [Cl:1][C:2]1[CH:23]=[CH:22][C:5]([CH2:6][NH:7][C:8]([C:10]2[C:11](=[O:21])[C:12]3[S:19][C:18]([C:26]#[C:25][CH2:24][OH:27])=[CH:17][C:13]=3[N:14]([CH3:16])[CH:15]=2)=[O:9])=[CH:4][CH:3]=1. (6) Given the reactants [F:1][C:2]1[CH:10]=[CH:9][C:8]([C:11]([OH:13])=O)=[C:7]2[C:3]=1[CH:4]=[CH:5][NH:6]2.[C:14]([C:18]1[CH:34]=[CH:33][C:21]([CH2:22][NH:23][CH2:24][CH2:25][C:26]2[CH:31]=[CH:30][C:29]([F:32])=[CH:28][CH:27]=2)=[CH:20][CH:19]=1)([CH3:17])([CH3:16])[CH3:15].C(Cl)Cl.CCN=C=NCCCN(C)C.Cl, predict the reaction product. The product is: [C:14]([C:18]1[CH:34]=[CH:33][C:21]([CH2:22][N:23]([CH2:24][CH2:25][C:26]2[CH:31]=[CH:30][C:29]([F:32])=[CH:28][CH:27]=2)[C:11]([C:8]2[CH:9]=[CH:10][C:2]([F:1])=[C:3]3[C:7]=2[NH:6][CH:5]=[CH:4]3)=[O:13])=[CH:20][CH:19]=1)([CH3:17])([CH3:15])[CH3:16]. (7) The product is: [CH2:1]([O:3][C:4]([C:6]1[NH:7][C:8]2[C:13]([C:14]=1[CH2:15][CH2:16][CH2:17][N:28]=[N+:29]=[N-:30])=[CH:12][C:11]([C:19](=[O:27])[NH:20][C:21]1[CH:22]=[N:23][CH:24]=[CH:25][CH:26]=1)=[CH:10][CH:9]=2)=[O:5])[CH3:2]. Given the reactants [CH2:1]([O:3][C:4]([C:6]1[NH:7][C:8]2[C:13]([C:14]=1[CH2:15][CH2:16][CH2:17]Cl)=[CH:12][C:11]([C:19](=[O:27])[NH:20][C:21]1[CH:22]=[N:23][CH:24]=[CH:25][CH:26]=1)=[CH:10][CH:9]=2)=[O:5])[CH3:2].[N-:28]=[N+:29]=[N-:30].[Na+].O, predict the reaction product.